From a dataset of Reaction yield outcomes from USPTO patents with 853,638 reactions. Predict the reaction yield, written as a fraction of the theoretical maximum amount of product (1.0 means a 100% yield; for example, 0.34 means a 34% yield). (1) The reactants are [ClH:1].[C:2]([C:6]1[CH:7]=[C:8]([C:17]2[O:18][CH:19]=[C:20]([CH2:22][CH2:23][N:24]3[CH2:29][CH2:28][N:27](C(OC(C)(C)C)=O)[CH2:26][CH2:25]3)[N:21]=2)[CH:9]=[C:10]([C:13]([CH3:16])([CH3:15])[CH3:14])[C:11]=1[OH:12])([CH3:5])([CH3:4])[CH3:3]. The catalyst is C(OCC)(=O)C. The product is [ClH:1].[C:2]([C:6]1[CH:7]=[C:8]([C:17]2[O:18][CH:19]=[C:20]([CH2:22][CH2:23][N:24]3[CH2:25][CH2:26][NH:27][CH2:28][CH2:29]3)[N:21]=2)[CH:9]=[C:10]([C:13]([CH3:16])([CH3:15])[CH3:14])[C:11]=1[OH:12])([CH3:4])([CH3:5])[CH3:3]. The yield is 0.700. (2) The reactants are [CH3:1][O:2][C:3](=[O:16])[C:4]1[CH:9]=[C:8](I)[C:7]([C:11]([F:14])([F:13])[F:12])=[CH:6][C:5]=1[NH2:15].[CH2:17]([O:24][N:25]1[C:29]([Sn](CCCC)(CCCC)CCCC)=[CH:28][CH:27]=[N:26]1)[C:18]1[CH:23]=[CH:22][CH:21]=[CH:20][CH:19]=1. The catalyst is O1CCOCC1.C1C=CC(P(C2C=CC=CC=2)[C-]2C=CC=C2)=CC=1.C1C=CC(P(C2C=CC=CC=2)[C-]2C=CC=C2)=CC=1.Cl[Pd]Cl.[Fe+2]. The product is [CH3:1][O:2][C:3](=[O:16])[C:4]1[CH:9]=[C:8]([C:29]2[N:25]([O:24][CH2:17][C:18]3[CH:23]=[CH:22][CH:21]=[CH:20][CH:19]=3)[N:26]=[CH:27][CH:28]=2)[C:7]([C:11]([F:14])([F:13])[F:12])=[CH:6][C:5]=1[NH2:15]. The yield is 0.310. (3) The reactants are [Br:1][C:2]1[CH:3]=[C:4]([CH:6]=[C:7]([F:9])[CH:8]=1)[NH2:5].[CH3:10][S:11](Cl)(=[O:13])=[O:12]. The catalyst is N1C=CC=CC=1. The product is [Br:1][C:2]1[CH:3]=[C:4]([NH:5][S:11]([CH3:10])(=[O:13])=[O:12])[CH:6]=[C:7]([F:9])[CH:8]=1. The yield is 0.770. (4) The reactants are [Cl:1][C:2]1[CH:7]=[CH:6][C:5]([O:8][C:9](=[O:20])[N:10]([C@H:12]2[CH2:17][CH2:16][C@H:15]([CH2:18][OH:19])[CH2:14][CH2:13]2)[CH3:11])=[CH:4][CH:3]=1.[CH3:21][S:22](Cl)(=[O:24])=[O:23].N1C=CC=CC=1.O. The catalyst is C(Cl)Cl.CN(C1C=CN=CC=1)C. The product is [Cl:1][C:2]1[CH:3]=[CH:4][C:5]([O:8][C:9]([N:10]([CH3:11])[C@H:12]2[CH2:17][CH2:16][C@H:15]([CH2:18][O:19][S:22]([CH3:21])(=[O:24])=[O:23])[CH2:14][CH2:13]2)=[O:20])=[CH:6][CH:7]=1. The yield is 0.960. (5) The reactants are [CH3:1][C:2]1[CH:3]=[C:4]2[C:9](=[CH:10][CH:11]=1)[N:8]=[C:7]([C:12]#[N:13])[CH:6]=[CH:5]2.C1C(=O)N([Br:21])C(=O)C1. The catalyst is CC(N=NC(C#N)(C)C)(C#N)C. The product is [Br:21][CH2:1][C:2]1[CH:3]=[C:4]2[C:9](=[CH:10][CH:11]=1)[N:8]=[C:7]([C:12]#[N:13])[CH:6]=[CH:5]2. The yield is 0.740. (6) The reactants are [F:1][C:2]1[CH:11]=[C:10]([NH:12][S:13]([C:16]2[CH:21]=[CH:20][C:19]([CH2:22][OH:23])=[CH:18][C:17]=2[CH3:24])(=[O:15])=[O:14])[CH:9]=[CH:8][C:3]=1[C:4]([O:6][CH3:7])=[O:5]. The catalyst is C(Cl)(Cl)Cl.[O-2].[O-2].[Mn+4]. The product is [F:1][C:2]1[CH:11]=[C:10]([NH:12][S:13]([C:16]2[CH:21]=[CH:20][C:19]([CH:22]=[O:23])=[CH:18][C:17]=2[CH3:24])(=[O:14])=[O:15])[CH:9]=[CH:8][C:3]=1[C:4]([O:6][CH3:7])=[O:5]. The yield is 0.640. (7) The reactants are [C:1]([O:5][C:6](=[O:18])[NH:7][CH2:8][CH2:9][C:10]1[CH:15]=[CH:14][C:13]([OH:16])=[C:12]([Br:17])[CH:11]=1)([CH3:4])([CH3:3])[CH3:2].Br[C:20]1[CH:25]=[CH:24][C:23]([C:26]([F:29])([F:28])[F:27])=[CH:22][N:21]=1.C(=O)([O-])[O-].[K+].[K+]. The catalyst is CS(C)=O.O.CCOC(C)=O. The product is [C:1]([O:5][C:6](=[O:18])[NH:7][CH2:8][CH2:9][C:10]1[CH:15]=[CH:14][C:13]([O:16][C:20]2[CH:25]=[CH:24][C:23]([C:26]([F:29])([F:28])[F:27])=[CH:22][N:21]=2)=[C:12]([Br:17])[CH:11]=1)([CH3:4])([CH3:2])[CH3:3]. The yield is 0.780.